Dataset: Catalyst prediction with 721,799 reactions and 888 catalyst types from USPTO. Task: Predict which catalyst facilitates the given reaction. (1) Reactant: [I-].[Cl:2][C:3]1[CH:8]=[C:7]([F:9])[CH:6]=[CH:5][C:4]=1[Zn+].[F:11][C:12]([F:31])([F:30])S(O[C:17]1[CH2:18][CH2:19][N:20](C(OC(C)(C)C)=O)[CH2:21][CH:22]=1)(=O)=O.[C:32](=O)([OH:34])[O-:33].[Na+]. Product: [F:31][C:12]([F:11])([F:30])[C:32]([OH:34])=[O:33].[Cl:2][C:3]1[CH:8]=[C:7]([F:9])[CH:6]=[CH:5][C:4]=1[CH:17]1[CH2:22][CH2:21][NH:20][CH2:19][CH2:18]1. The catalyst class is: 176. (2) Reactant: Br[C:2]1[CH:3]=[C:4]([NH:18][CH2:19][C:20]2[CH:25]=[CH:24][C:23]([O:26][CH3:27])=[C:22]([Cl:28])[CH:21]=2)[C:5]([C:8]([NH:10][CH2:11][C:12]2[N:17]=[CH:16][CH:15]=[CH:14][N:13]=2)=[O:9])=[N:6][CH:7]=1.C1(P(C2C=CC=CC=2)C2C=CC3C(=CC=CC=3)C=2C2C3C(=CC=CC=3)C=CC=2P(C2C=CC=CC=2)C2C=CC=CC=2)C=CC=CC=1.C(=O)([O-])[O-].[Cs+].[Cs+].[NH:81]1[CH2:87][CH2:86][CH2:85][C@H:82]1[CH2:83][OH:84].C(=O)([O-])O.[Na+]. Product: [Cl:28][C:22]1[CH:21]=[C:20]([CH:25]=[CH:24][C:23]=1[O:26][CH3:27])[CH2:19][NH:18][C:4]1[C:5]([C:8]([NH:10][CH2:11][C:12]2[N:17]=[CH:16][CH:15]=[CH:14][N:13]=2)=[O:9])=[N:6][CH:7]=[C:2]([N:81]2[CH2:87][CH2:86][CH2:85][C@H:82]2[CH2:83][OH:84])[CH:3]=1. The catalyst class is: 270. (3) Reactant: Cl.[CH3:2][NH:3][O:4][CH3:5].CCN(CC)CC.[Br:13][C:14]1[CH:15]=[C:16]([CH:20]=[C:21]([C:23]([O:25][CH3:26])=[O:24])[CH:22]=1)[C:17]([OH:19])=O.CCN=C=NCCCN(C)C.Cl.C1C=CC2N(O)N=NC=2C=1. Product: [Br:13][C:14]1[CH:22]=[C:21]([CH:20]=[C:16]([C:17](=[O:19])[N:3]([O:4][CH3:5])[CH3:2])[CH:15]=1)[C:23]([O:25][CH3:26])=[O:24]. The catalyst class is: 2. (4) Reactant: [N:1]([CH2:4][CH:5]1[O:9][C:8](=[O:10])[N:7]([C:11]2[CH:20]=[C:19]3[C:14]([CH:15]=[C:16]([C:22]4[CH:27]=[CH:26][CH:25]=[CH:24][C:23]=4[C:28]([F:31])([F:30])[F:29])[NH:17][C:18]3=[O:21])=[CH:13][CH:12]=2)[CH2:6]1)=[N+]=[N-].C1(P(C2C=CC=CC=2)C2C=CC=CC=2)C=CC=CC=1.O.Cl. Product: [NH2:1][CH2:4][CH:5]1[O:9][C:8](=[O:10])[N:7]([C:11]2[CH:20]=[C:19]3[C:14]([CH:15]=[C:16]([C:22]4[CH:27]=[CH:26][CH:25]=[CH:24][C:23]=4[C:28]([F:29])([F:31])[F:30])[NH:17][C:18]3=[O:21])=[CH:13][CH:12]=2)[CH2:6]1. The catalyst class is: 7. (5) Reactant: Cl[C:2]1[C:11]2[C:6](=[CH:7][C:8]([O:14][CH2:15][CH2:16][O:17][CH3:18])=[C:9]([O:12][CH3:13])[CH:10]=2)[N:5]=[N:4][CH:3]=1.[Cl:19][C:20]1[CH:26]=[CH:25][C:23]([NH2:24])=[C:22]([F:27])[CH:21]=1. Product: [Cl:19][C:20]1[CH:26]=[CH:25][C:23]([NH:24][C:2]2[C:11]3[C:6](=[CH:7][C:8]([O:14][CH2:15][CH2:16][O:17][CH3:18])=[C:9]([O:12][CH3:13])[CH:10]=3)[N:5]=[N:4][CH:3]=2)=[C:22]([F:27])[CH:21]=1. The catalyst class is: 3. (6) Reactant: [NH2-].[Na+].[CH2:3]1[O:13][C:6]2([CH2:11][CH2:10][C:9](=[O:12])[CH2:8][CH2:7]2)[O:5][CH2:4]1.[CH3:14]I.[Cl-].[NH4+]. Product: [CH2:3]1[CH2:4][O:5][C:6]2([CH2:7][CH2:8][C:9](=[O:12])[CH:10]([CH3:14])[CH2:11]2)[O:13]1. The catalyst class is: 1. (7) The catalyst class is: 9. Reactant: [Cl:1][C:2]1[CH:10]=[C:9]2[C:5]([CH2:6][C:7](=[O:11])[NH:8]2)=[CH:4][CH:3]=1.[H-].[Li+].Cl[C:15]1[N:20]=[C:19]([O:21][CH3:22])[N:18]=[C:17]([O:23][CH3:24])[CH:16]=1.O. Product: [Cl:1][C:2]1[CH:10]=[C:9]2[C:5]([CH:6]([C:15]3[CH:16]=[C:17]([O:23][CH3:24])[N:18]=[C:19]([O:21][CH3:22])[N:20]=3)[C:7](=[O:11])[NH:8]2)=[CH:4][CH:3]=1.